Dataset: Catalyst prediction with 721,799 reactions and 888 catalyst types from USPTO. Task: Predict which catalyst facilitates the given reaction. (1) Reactant: [CH3:1][O:2][C:3]1[CH:4]=[C:5]2[C:10](=[CH:11][C:12]=1[O:13][CH3:14])[N:9]=[CH:8][CH:7]=[C:6]2[O:15][C:16]1[CH:22]=[CH:21][C:19]([NH2:20])=[C:18]([CH3:23])[CH:17]=1.C(N(CC)CC)C.ClC(Cl)(O[C:35](=[O:41])OC(Cl)(Cl)Cl)Cl.[F:43][C:44]1[CH:49]=[CH:48][C:47]([CH:50]([NH2:52])[CH3:51])=[CH:46][CH:45]=1. Product: [CH3:1][O:2][C:3]1[CH:4]=[C:5]2[C:10](=[CH:11][C:12]=1[O:13][CH3:14])[N:9]=[CH:8][CH:7]=[C:6]2[O:15][C:16]1[CH:22]=[CH:21][C:19]([NH:20][C:35]([NH:52][CH:50]([C:47]2[CH:48]=[CH:49][C:44]([F:43])=[CH:45][CH:46]=2)[CH3:51])=[O:41])=[C:18]([CH3:23])[CH:17]=1. The catalyst class is: 22. (2) Reactant: C([O:4][CH2:5][C@@H:6]1[N:11]([C:12]([O:14][CH2:15][C:16]2[CH:21]=[CH:20][CH:19]=[CH:18][CH:17]=2)=[O:13])[CH2:10][C@@H:9]([C:22]([O:24][CH3:25])=[O:23])[CH2:8][CH2:7]1)(=O)C.Cl. Product: [OH:4][CH2:5][C@@H:6]1[N:11]([C:12]([O:14][CH2:15][C:16]2[CH:21]=[CH:20][CH:19]=[CH:18][CH:17]=2)=[O:13])[CH2:10][C@@H:9]([C:22]([O:24][CH3:25])=[O:23])[CH2:8][CH2:7]1. The catalyst class is: 5.